Dataset: Full USPTO retrosynthesis dataset with 1.9M reactions from patents (1976-2016). Task: Predict the reactants needed to synthesize the given product. (1) Given the product [CH3:40][O:41][C:42]1[CH:43]=[C:44]([CH:47]=[CH:48][CH:49]=1)[CH2:45][O:33][C:9]1[C:10]([NH2:13])=[N:11][CH:12]=[C:7]([C:1]2[CH:2]=[CH:3][CH:4]=[CH:5][CH:6]=2)[CH:8]=1, predict the reactants needed to synthesize it. The reactants are: [C:1]1([C:7]2[CH:8]=[C:9]([OH:33])[C:10]([NH:13]C(C3C=CC=CC=3)(C3C=CC=CC=3)C3C=CC=CC=3)=[N:11][CH:12]=2)[CH:6]=[CH:5][CH:4]=[CH:3][CH:2]=1.C([O-])([O-])=O.[Cs+].[Cs+].[CH3:40][O:41][C:42]1[CH:43]=[C:44]([CH:47]=[CH:48][CH:49]=1)[CH2:45]Br. (2) Given the product [NH:11]1[CH2:10][CH:9]([O:8][C:3]2[CH:2]=[N:7][CH:6]=[CH:5][N:4]=2)[CH2:12]1, predict the reactants needed to synthesize it. The reactants are: Cl[C:2]1[C:3]([O:8][CH:9]2[CH2:12][N:11](C(OCC3C=CC=CC=3)=O)[CH2:10]2)=[N:4][CH:5]=[CH:6][N:7]=1.